From a dataset of Forward reaction prediction with 1.9M reactions from USPTO patents (1976-2016). Predict the product of the given reaction. Given the reactants [CH2:1]([N:8]=[C:9]=[O:10])[C:2]1[CH:7]=[CH:6][CH:5]=[CH:4][CH:3]=1.[NH2:11][C:12]1[C:21]2[N:22]=[C:23]([CH2:30][CH2:31][CH2:32][CH3:33])[N:24]([CH2:25][CH2:26][CH2:27][CH2:28][NH2:29])[C:20]=2[C:19]2[N:18]=[CH:17][CH:16]=[CH:15][C:14]=2[N:13]=1.ClCCl.CO, predict the reaction product. The product is: [NH2:11][C:12]1[C:21]2[N:22]=[C:23]([CH2:30][CH2:31][CH2:32][CH3:33])[N:24]([CH2:25][CH2:26][CH2:27][CH2:28][NH:29][C:9]([NH:8][CH2:1][C:2]3[CH:7]=[CH:6][CH:5]=[CH:4][CH:3]=3)=[O:10])[C:20]=2[C:19]2[N:18]=[CH:17][CH:16]=[CH:15][C:14]=2[N:13]=1.